Dataset: Full USPTO retrosynthesis dataset with 1.9M reactions from patents (1976-2016). Task: Predict the reactants needed to synthesize the given product. (1) The reactants are: [CH2:1]([O:3][C:4](=[O:18])[C:5]1[CH:10]=[C:9]([F:11])[CH:8]=[C:7]([C:12]2[CH2:16][CH2:15][CH2:14][C:13]=2Br)[CH:6]=1)[CH3:2].[Cl:19][C:20]1[CH:21]=[CH:22][C:23]([O:29][CH2:30][C:31]2[CH:36]=[CH:35][C:34]([F:37])=[CH:33][CH:32]=2)=[C:24](B(O)O)[CH:25]=1. Given the product [CH2:1]([O:3][C:4](=[O:18])[C:5]1[CH:10]=[C:9]([F:11])[CH:8]=[C:7]([C:12]2[CH2:16][CH2:15][CH2:14][C:13]=2[C:22]2[CH:21]=[C:20]([Cl:19])[CH:25]=[CH:24][C:23]=2[O:29][CH2:30][C:31]2[CH:36]=[CH:35][C:34]([F:37])=[CH:33][CH:32]=2)[CH:6]=1)[CH3:2], predict the reactants needed to synthesize it. (2) Given the product [OH:14][CH2:13][CH:10]1[CH2:9][CH2:8][N:7]([C:4]2[CH:5]=[CH:6][N:1]=[CH:2][CH:3]=2)[CH2:12][CH2:11]1, predict the reactants needed to synthesize it. The reactants are: [N:1]1[CH:6]=[CH:5][C:4]([N:7]2[CH2:12][CH2:11][CH:10]([C:13](O)=[O:14])[CH2:9][CH2:8]2)=[CH:3][CH:2]=1.B.O1CCCC1.